Binary Classification. Given a drug SMILES string, predict its activity (active/inactive) in a high-throughput screening assay against a specified biological target. From a dataset of HIV replication inhibition screening data with 41,000+ compounds from the AIDS Antiviral Screen. (1) The molecule is COc1cc(-c2ccc(N=Nc3ccc4c(S(=O)(=O)O)cc(S(=O)(=O)O)c(N)c4c3O)c(OC)c2)ccc1N=Nc1ccc2c(S(=O)(=O)O)cc(S(=O)(=O)O)c(N)c2c1O. The result is 1 (active). (2) The drug is CC1(C)CN[Pt-2](Cl)(Cl)NC1. The result is 0 (inactive).